This data is from Forward reaction prediction with 1.9M reactions from USPTO patents (1976-2016). The task is: Predict the product of the given reaction. (1) Given the reactants [Br:1][C:2]1[CH:3]=[CH:4][C:5]([N:8]2[CH2:12][CH2:11][C@@H:10](OS(C)(=O)=O)[CH2:9]2)=[N:6][CH:7]=1.Cl.[F:19][C@@H:20]1[CH2:24][CH2:23][NH:22][CH2:21]1.C([O-])([O-])=O.[Cs+].[Cs+], predict the reaction product. The product is: [Br:1][C:2]1[CH:3]=[CH:4][C:5]([N:8]2[CH2:12][CH2:11][C@H:10]([N:22]3[CH2:23][CH2:24][C@@H:20]([F:19])[CH2:21]3)[CH2:9]2)=[N:6][CH:7]=1. (2) Given the reactants [CH3:1][C:2]1[CH:7]=[CH:6][CH:5]=[CH:4][C:3]=1[OH:8].[OH-].[Na+].[Br:11][CH:12](Br)[CH3:13].S([O-])(O)(=O)=O.C([NH3+])(C)(C)C, predict the reaction product. The product is: [Br:11][CH2:12][CH2:13][O:8][C:3]1[CH:4]=[CH:5][CH:6]=[CH:7][C:2]=1[CH3:1]. (3) Given the reactants [OH:1][C:2]1[CH:3]=[C:4]2[C:9](=[CH:10][CH:11]=1)[CH:8]=[C:7]([C:12]([OH:14])=O)[CH:6]=[CH:5]2.[CH3:15][O:16][C:17]1[CH:18]=[C:19]([CH:22]=[CH:23][CH:24]=1)[CH2:20][NH2:21], predict the reaction product. The product is: [CH3:15][O:16][C:17]1[CH:18]=[C:19]([CH:22]=[CH:23][CH:24]=1)[CH2:20][NH:21][C:12]([C:7]1[CH:6]=[CH:5][C:4]2[C:9](=[CH:10][CH:11]=[C:2]([OH:1])[CH:3]=2)[CH:8]=1)=[O:14]. (4) Given the reactants [CH3:1][N:2]1[C:11]2[C:6](=[CH:7][CH:8]=[CH:9][CH:10]=2)[CH:5]=[CH:4][C:3]1=[S:12].[C:13]1([CH3:24])[CH:18]=[CH:17][C:16]([S:19]([O:22]C)(=[O:21])=[O:20])=[CH:15][CH:14]=1, predict the reaction product. The product is: [C:13]1([CH3:24])[CH:14]=[CH:15][C:16]([S:19]([O-:22])(=[O:20])=[O:21])=[CH:17][CH:18]=1.[CH3:1][N+:2]1[C:11]2[C:6](=[CH:7][CH:8]=[CH:9][CH:10]=2)[CH:5]=[CH:4][C:3]=1[S:12][CH3:13]. (5) Given the reactants Br[C:2]1[CH:3]=[C:4]([C:8]2[CH:38]=[C:11]3[N:12]=[C:13]([CH3:37])[C:14]([C@H:27]([O:32][C:33]([CH3:36])([CH3:35])[CH3:34])[C:28]([O:30][CH3:31])=[O:29])=[C:15]([N:16]4[CH2:21][CH2:20][C:19](/[CH:23]=[CH:24]/[CH:25]=[CH2:26])([CH3:22])[CH2:18][CH2:17]4)[N:10]3[N:9]=2)[CH:5]=[CH:6][CH:7]=1.[Cl:39][C:40]1[CH:41]=[CH:42][C:43]([OH:49])=[C:44](B(O)O)[CH:45]=1.C([O-])([O-])=O.[K+].[K+], predict the reaction product. The product is: [CH:23](/[C:19]1([CH3:22])[CH2:18][CH2:17][N:16]([C:15]2[N:10]3[N:9]=[C:8]([C:4]4[CH:3]=[C:2]([C:42]5[CH:41]=[C:40]([Cl:39])[CH:45]=[CH:44][C:43]=5[OH:49])[CH:7]=[CH:6][CH:5]=4)[CH:38]=[C:11]3[N:12]=[C:13]([CH3:37])[C:14]=2[C@H:27]([O:32][C:33]([CH3:36])([CH3:35])[CH3:34])[C:28]([O:30][CH3:31])=[O:29])[CH2:21][CH2:20]1)=[CH:24]\[CH:25]=[CH2:26]. (6) Given the reactants [C:1]([O:4][C@@H:5]1[C@@H:17]([N:18]=[N+:19]=[N-:20])[C@@H:16]([O:21][C:22](=[O:24])[CH3:23])[C@@H:15]([CH2:25][O:26][C:27](=[O:29])[CH3:28])[O:14][C@H:6]1SC1C=CC=CC=1)(=[O:3])[CH3:2].[Br:30]Br.CCCCCCC.C1CCCC=1, predict the reaction product. The product is: [C:1]([O:4][C@@H:5]1[C@@H:17]([N:18]=[N+:19]=[N-:20])[C@@H:16]([O:21][C:22](=[O:24])[CH3:23])[C@@H:15]([CH2:25][O:26][C:27](=[O:29])[CH3:28])[O:14][C@@H:6]1[Br:30])(=[O:3])[CH3:2]. (7) Given the reactants I[C:2]1[C:10]2[C:5](=[N:6][C:7]([CH3:11])=[CH:8][CH:9]=2)[N:4]([CH2:12][O:13][CH2:14][CH2:15][Si:16]([CH3:19])([CH3:18])[CH3:17])[N:3]=1.[Cu][C:21]#[N:22].[Cl-].[NH4+].N, predict the reaction product. The product is: [CH3:11][C:7]1[N:6]=[C:5]2[N:4]([CH2:12][O:13][CH2:14][CH2:15][Si:16]([CH3:19])([CH3:18])[CH3:17])[N:3]=[C:2]([C:21]#[N:22])[C:10]2=[CH:9][CH:8]=1. (8) Given the reactants Br[C:2]1[CH:3]=[C:4]2[CH:10]=[CH:9][N:8]([Si:11]([C:14]([CH3:17])([CH3:16])[CH3:15])([CH3:13])[CH3:12])[C:5]2=[N:6][CH:7]=1.[CH2:18]([Li])CCC.CCCCCC.CI, predict the reaction product. The product is: [C:14]([Si:11]([CH3:13])([CH3:12])[N:8]1[C:5]2=[N:6][CH:7]=[C:2]([CH3:18])[CH:3]=[C:4]2[CH:10]=[CH:9]1)([CH3:17])([CH3:16])[CH3:15]. (9) Given the reactants [CH3:1][C:2]1[CH:11]=[CH:10][C:5]([C:6](OC)=[O:7])=[CH:4][N:3]=1.[H-].[Al+3].[Li+].[H-].[H-].[H-].C(OCC)(=O)C, predict the reaction product. The product is: [CH3:1][C:2]1[CH:11]=[CH:10][C:5]([CH:6]=[O:7])=[CH:4][N:3]=1. (10) Given the reactants Cl[C:2]1[CH:11]=[CH:10][N:9]=[C:8]2[C:3]=1[C:4]1[CH:16]=[CH:15][CH:14]=[CH:13][C:5]=1[C:6](=[O:12])[NH:7]2.[C:17]([C:19]1[C:28]2[C:23](=[CH:24][CH:25]=[CH:26][CH:27]=2)[CH:22]=[CH:21][CH:20]=1)#[CH:18], predict the reaction product. The product is: [C:19]1([C:17]#[C:18][C:2]2[CH:11]=[CH:10][N:9]=[C:8]3[C:3]=2[C:4]2[CH:16]=[CH:15][CH:14]=[CH:13][C:5]=2[C:6](=[O:12])[NH:7]3)[C:28]2[C:23](=[CH:24][CH:25]=[CH:26][CH:27]=2)[CH:22]=[CH:21][CH:20]=1.